From a dataset of Catalyst prediction with 721,799 reactions and 888 catalyst types from USPTO. Predict which catalyst facilitates the given reaction. (1) Reactant: [F:1][C:2]([F:22])([F:21])[C:3]1[CH:4]=[C:5]([CH:18]=[CH:19][CH:20]=1)[O:6][C:7]1[C:16]2[C:11](=[C:12]([NH2:17])[CH:13]=[CH:14][CH:15]=2)[N:10]=[CH:9][N:8]=1.[Cl:23][C:24]1[CH:32]=[CH:31][C:30]([CH2:33][NH:34][C:35](=[O:40])[C:36]([CH3:39])([CH3:38])[CH3:37])=[CH:29][C:25]=1[C:26](O)=[O:27].C(Cl)(=O)C(Cl)=O.CCN(C(C)C)C(C)C. Product: [Cl:23][C:24]1[CH:32]=[CH:31][C:30]([CH2:33][NH:34][C:35](=[O:40])[C:36]([CH3:38])([CH3:37])[CH3:39])=[CH:29][C:25]=1[C:26]([NH:17][C:12]1[CH:13]=[CH:14][CH:15]=[C:16]2[C:11]=1[N:10]=[CH:9][N:8]=[C:7]2[O:6][C:5]1[CH:18]=[CH:19][CH:20]=[C:3]([C:2]([F:1])([F:21])[F:22])[CH:4]=1)=[O:27]. The catalyst class is: 85. (2) Reactant: [NH2:1][N:2]1[CH2:7][CH2:6][NH:5][CH2:4][CH2:3]1.[Cl:8][C:9]1[CH:10]=[CH:11][C:12]2[O:16][C:15]([CH:17]=O)=[CH:14][C:13]=2[CH:19]=1. Product: [N:2]1([N:1]=[CH:17][C:15]2[O:16][C:12]3[CH:11]=[CH:10][C:9]([Cl:8])=[CH:19][C:13]=3[CH:14]=2)[CH2:7][CH2:6][NH:5][CH2:4][CH2:3]1. The catalyst class is: 32.